This data is from Forward reaction prediction with 1.9M reactions from USPTO patents (1976-2016). The task is: Predict the product of the given reaction. (1) Given the reactants [NH:1]1[C:5]2=[N:6][C:7]([C:10]#[C:11][C:12]3[CH:13]=[C:14]([CH:17]=[C:18]([CH2:20][CH2:21][C:22]4[CH:27]=[C:26]([CH3:28])[CH:25]=[C:24]([N:29]5C(C)=CC=C5C)[N:23]=4)[CH:19]=3)[C:15]#[N:16])=[CH:8][CH:9]=[C:4]2[CH:3]=[CH:2]1.Cl.NO.O, predict the reaction product. The product is: [NH:1]1[C:5]2=[N:6][C:7]([CH2:10][CH2:11][C:12]3[CH:13]=[C:14]([CH:17]=[C:18]([CH2:20][CH2:21][C:22]4[CH:27]=[C:26]([CH3:28])[CH:25]=[C:24]([NH2:29])[N:23]=4)[CH:19]=3)[C:15]#[N:16])=[CH:8][CH:9]=[C:4]2[CH:3]=[CH:2]1. (2) Given the reactants FC(F)(F)C(OC(=O)C(F)(F)F)=O.C(N(CC)CC)C.[CH3:21][O:22][C:23](=[O:45])[CH:24]([O:43][CH3:44])[CH:25]([C:27]1[CH:32]=[CH:31][C:30]([O:33]CC2C=CC=CC=2)=[C:29]([O:41][CH3:42])[CH:28]=1)O, predict the reaction product. The product is: [CH3:21][O:22][C:23](=[O:45])[CH:24]([O:43][CH3:44])[CH2:25][C:27]1[CH:32]=[CH:31][C:30]([OH:33])=[C:29]([O:41][CH3:42])[CH:28]=1. (3) Given the reactants I[C:2]1[C:10]2[C:5](=[CH:6][CH:7]=[C:8]([NH:11][C:12](=[O:24])[CH:13]([N:19]3[CH2:23][CH2:22][CH2:21][CH2:20]3)[C:14]3[CH:18]=[CH:17][S:16][CH:15]=3)[CH:9]=2)[NH:4][N:3]=1.CC1(C)C(C)(C)OB([C:33]2[CH:38]=[CH:37][C:36]([N:39]3[CH2:44][CH2:43][CH:42]([C:45]([OH:48])([CH3:47])[CH3:46])[CH2:41][CH2:40]3)=[CH:35][CH:34]=2)O1, predict the reaction product. The product is: [OH:48][C:45]([CH:42]1[CH2:41][CH2:40][N:39]([C:36]2[CH:35]=[CH:34][C:33]([C:2]3[C:10]4[C:5](=[CH:6][CH:7]=[C:8]([NH:11][C:12](=[O:24])[CH:13]([N:19]5[CH2:23][CH2:22][CH2:21][CH2:20]5)[C:14]5[CH:18]=[CH:17][S:16][CH:15]=5)[CH:9]=4)[NH:4][N:3]=3)=[CH:38][CH:37]=2)[CH2:44][CH2:43]1)([CH3:47])[CH3:46]. (4) Given the reactants COC1C=C(OC)C=CC=1C[N:6]([C:31]1[CH:36]=[CH:35][N:34]=[CH:33][N:32]=1)[S:7]([C:10]1[C:15]([F:16])=[CH:14][C:13]([O:17][C@H:18]2[CH2:23][CH2:22][CH2:21][CH2:20][C@@H:19]2[C:24]2[N:28]([CH3:29])[N:27]=[CH:26][CH:25]=2)=[CH:12][C:11]=1[F:30])(=[O:9])=[O:8].C([SiH](CC)CC)C.FC(F)(F)C(O)=O, predict the reaction product. The product is: [F:30][C:11]1[CH:12]=[C:13]([O:17][C@H:18]2[CH2:23][CH2:22][CH2:21][CH2:20][C@@H:19]2[C:24]2[N:28]([CH3:29])[N:27]=[CH:26][CH:25]=2)[CH:14]=[C:15]([F:16])[C:10]=1[S:7]([NH:6][C:31]1[CH:36]=[CH:35][N:34]=[CH:33][N:32]=1)(=[O:8])=[O:9]. (5) Given the reactants [Cl:1][C:2]1[CH:7]=[CH:6][C:5]([CH2:8][NH:9][C:10]([CH:12]2[CH2:14][CH2:13]2)=[O:11])=[CH:4][C:3]=1[C:15]1[NH:19][C:18](=[O:20])[N:17]([C:21]2[CH:30]=[CH:29][C:24]([C:25](OC)=[O:26])=[CH:23][CH:22]=2)[N:16]=1.[F:31][C:32]([F:41])([F:40])[C:33]1[CH:34]=[C:35]([CH:37]=[CH:38][CH:39]=1)[NH2:36].C[Al](C)C, predict the reaction product. The product is: [Cl:1][C:2]1[CH:7]=[CH:6][C:5]([CH2:8][NH:9][C:10]([CH:12]2[CH2:14][CH2:13]2)=[O:11])=[CH:4][C:3]=1[C:15]1[NH:19][C:18](=[O:20])[N:17]([C:21]2[CH:30]=[CH:29][C:24]([C:25]([NH:36][C:35]3[CH:37]=[CH:38][CH:39]=[C:33]([C:32]([F:31])([F:40])[F:41])[CH:34]=3)=[O:26])=[CH:23][CH:22]=2)[N:16]=1. (6) Given the reactants [F:1][C:2]([CH3:29])([CH3:28])[CH2:3][N:4]1[CH2:9][CH2:8][CH:7]([CH2:10][O:11][C:12]2[N:13]=[CH:14][C:15]([C:18]3[CH:27]=[CH:26][C:21]([C:22]([O:24]C)=[O:23])=[CH:20][CH:19]=3)=[N:16][CH:17]=2)[CH2:6][CH2:5]1.O[Li].O, predict the reaction product. The product is: [F:1][C:2]([CH3:29])([CH3:28])[CH2:3][N:4]1[CH2:9][CH2:8][CH:7]([CH2:10][O:11][C:12]2[N:13]=[CH:14][C:15]([C:18]3[CH:19]=[CH:20][C:21]([C:22]([OH:24])=[O:23])=[CH:26][CH:27]=3)=[N:16][CH:17]=2)[CH2:6][CH2:5]1. (7) Given the reactants [NH2:1][C:2]1[S:3][CH:4]=[C:5]([C:7]([F:10])([F:9])[F:8])[N:6]=1.[Cl:11][CH2:12][C:13](=O)[CH2:14][C:15](OCC)=[O:16], predict the reaction product. The product is: [Cl:11][CH2:12][C:13]1[N:1]=[C:2]2[S:3][CH:4]=[C:5]([C:7]([F:10])([F:9])[F:8])[N:6]2[C:15](=[O:16])[CH:14]=1. (8) Given the reactants [NH2:1][CH2:2][C:3]1[CH:4]=[C:5]([C:9]2[N:10]([CH3:21])[C:11]3[C:16]([C:17]=2[C:18]#[N:19])=[CH:15][CH:14]=[C:13]([Cl:20])[CH:12]=3)[CH:6]=[N:7][CH:8]=1.[CH:22]([S:25](Cl)(=[O:27])=[O:26])([CH3:24])[CH3:23].C(N(CC)CC)C, predict the reaction product. The product is: [NH4+:1].[OH-:26].[Cl:20][C:13]1[CH:12]=[C:11]2[C:16]([C:17]([C:18]#[N:19])=[C:9]([C:5]3[CH:4]=[C:3]([CH2:2][NH:1][S:25]([CH:22]([CH3:24])[CH3:23])(=[O:27])=[O:26])[CH:8]=[N:7][CH:6]=3)[N:10]2[CH3:21])=[CH:15][CH:14]=1. (9) Given the reactants [CH3:1][N:2]1[CH2:7][CH2:6][N:5]([C:8]2[CH:9]=[CH:10][C:11]3[N:15]=[C:14]([C:16]4[C:24]5[C:19](=[CH:20][CH:21]=[CH:22][C:23]=5[NH2:25])[NH:18][N:17]=4)[NH:13][C:12]=3[CH:26]=2)[CH2:4][CH2:3]1.[CH3:27][S:28](Cl)(=[O:30])=[O:29].C(N(C(C)C)CC)(C)C, predict the reaction product. The product is: [CH3:1][N:2]1[CH2:7][CH2:6][N:5]([C:8]2[CH:9]=[CH:10][C:11]3[N:15]=[C:14]([C:16]4[C:24]5[C:19](=[CH:20][CH:21]=[CH:22][C:23]=5[NH:25][S:28]([CH3:27])(=[O:30])=[O:29])[NH:18][N:17]=4)[NH:13][C:12]=3[CH:26]=2)[CH2:4][CH2:3]1. (10) Given the reactants Cl.[CH:2]12[NH:9][CH:6]([CH2:7][CH2:8]1)[CH2:5][O:4][CH2:3]2.[Cl:10][C:11]1[N:12]=[C:13](Cl)[C:14]2[C:19]([C:20]3[CH:25]=[CH:24][CH:23]=[CH:22][CH:21]=3)=[CH:18][S:17][C:15]=2[N:16]=1.C(N(CC)CC)C.C(Cl)Cl, predict the reaction product. The product is: [Cl:10][C:11]1[N:12]=[C:13]([N:9]2[CH:6]3[CH2:7][CH2:8][CH:2]2[CH2:3][O:4][CH2:5]3)[C:14]2[C:19]([C:20]3[CH:25]=[CH:24][CH:23]=[CH:22][CH:21]=3)=[CH:18][S:17][C:15]=2[N:16]=1.